Dataset: Reaction yield outcomes from USPTO patents with 853,638 reactions. Task: Predict the reaction yield, written as a fraction of the theoretical maximum amount of product (1.0 means a 100% yield; for example, 0.34 means a 34% yield). (1) The reactants are ClC1C=CC(CN2C(=O)C(COS(C)(=O)=O)=CC(C3C=CC4OCCC=4C=3)=N2)=CC=1.[O:31]1[C:35]2[CH:36]=[CH:37][C:38]([C:40]3[CH:41]=[C:42]([C:47]([O:49]C)=[O:48])[C:43](=[O:46])[NH:44][N:45]=3)=[CH:39][C:34]=2[CH2:33][CH2:32]1.[Cl:51][C:52]1[CH:61]=[CH:60][C:55]([CH:56]=[CH:57][CH2:58]Cl)=[CH:54][CH:53]=1. No catalyst specified. The product is [C:47]([C:42]1[C:43](=[O:46])[N:44]([CH2:58][CH:57]=[CH:56][C:55]2[CH:60]=[CH:61][C:52]([Cl:51])=[CH:53][CH:54]=2)[N:45]=[C:40]([C:38]2[CH:37]=[CH:36][C:35]3[O:31][CH2:32][CH2:33][C:34]=3[CH:39]=2)[CH:41]=1)([OH:49])=[O:48]. The yield is 0.444. (2) The reactants are [Br:1][C:2]1[CH:3]=[C:4]([O:12][C:13]2[CH:18]=[CH:17][C:16]([F:19])=[CH:15][CH:14]=2)[C:5]([NH:8][C:9]([NH2:11])=[S:10])=[N:6][CH:7]=1.Cl[CH2:21][C:22]([C@@H:24]1[CH2:28][O:27]C(C)(C)[O:25]1)=O.O. The catalyst is C(O)C. The product is [Br:1][C:2]1[CH:3]=[C:4]([O:12][C:13]2[CH:18]=[CH:17][C:16]([F:19])=[CH:15][CH:14]=2)[C:5]([NH:8][C:9]2[S:10][CH:21]=[C:22]([C@@H:24]([OH:25])[CH2:28][OH:27])[N:11]=2)=[N:6][CH:7]=1. The yield is 0.0700. (3) The reactants are Cl[C:2]1[CH:7]=[CH:6][N:5]=[C:4]2[CH:8]=[C:9]([C:11]3[CH:12]=[N:13][C:14]([O:17][CH3:18])=[CH:15][CH:16]=3)[S:10][C:3]=12.[F:19][C:20]1[CH:25]=[C:24]([N+:26]([O-:28])=[O:27])[CH:23]=[CH:22][C:21]=1[OH:29].C(=O)([O-])[O-].[K+].[K+]. The catalyst is C1(OC2C=CC=CC=2)C=CC=CC=1.C(Cl)Cl. The product is [F:19][C:20]1[CH:25]=[C:24]([N+:26]([O-:28])=[O:27])[CH:23]=[CH:22][C:21]=1[O:29][C:2]1[CH:7]=[CH:6][N:5]=[C:4]2[CH:8]=[C:9]([C:11]3[CH:12]=[N:13][C:14]([O:17][CH3:18])=[CH:15][CH:16]=3)[S:10][C:3]=12. The yield is 0.430. (4) The reactants are [CH2:1]([C:3]1[CH:4]=[CH:5][C:6]([NH2:9])=[N:7][CH:8]=1)[CH3:2].[Li][CH2:11]CCC.CI.O. The catalyst is C1COCC1. The product is [CH2:1]([C:3]1[CH:4]=[CH:5][C:6]([NH:9][CH3:11])=[N:7][CH:8]=1)[CH3:2]. The yield is 0.0900.